From a dataset of NCI-60 drug combinations with 297,098 pairs across 59 cell lines. Regression. Given two drug SMILES strings and cell line genomic features, predict the synergy score measuring deviation from expected non-interaction effect. (1) Drug 1: CCCS(=O)(=O)NC1=C(C(=C(C=C1)F)C(=O)C2=CNC3=C2C=C(C=N3)C4=CC=C(C=C4)Cl)F. Drug 2: CCN(CC)CCNC(=O)C1=C(NC(=C1C)C=C2C3=C(C=CC(=C3)F)NC2=O)C. Cell line: T-47D. Synergy scores: CSS=1.61, Synergy_ZIP=6.01, Synergy_Bliss=3.95, Synergy_Loewe=0.650, Synergy_HSA=0.892. (2) Drug 1: COC1=C(C=C2C(=C1)N=CN=C2NC3=CC(=C(C=C3)F)Cl)OCCCN4CCOCC4. Drug 2: CN(CCCl)CCCl.Cl. Cell line: SK-OV-3. Synergy scores: CSS=39.7, Synergy_ZIP=1.37, Synergy_Bliss=2.32, Synergy_Loewe=-3.37, Synergy_HSA=1.83. (3) Drug 1: C1=C(C(=O)NC(=O)N1)F. Drug 2: CCCS(=O)(=O)NC1=C(C(=C(C=C1)F)C(=O)C2=CNC3=C2C=C(C=N3)C4=CC=C(C=C4)Cl)F. Cell line: RPMI-8226. Synergy scores: CSS=71.3, Synergy_ZIP=-9.32, Synergy_Bliss=-20.7, Synergy_Loewe=-23.7, Synergy_HSA=-21.8. (4) Drug 1: CC1=C2C(C(=O)C3(C(CC4C(C3C(C(C2(C)C)(CC1OC(=O)C(C(C5=CC=CC=C5)NC(=O)OC(C)(C)C)O)O)OC(=O)C6=CC=CC=C6)(CO4)OC(=O)C)OC)C)OC. Drug 2: B(C(CC(C)C)NC(=O)C(CC1=CC=CC=C1)NC(=O)C2=NC=CN=C2)(O)O. Cell line: PC-3. Synergy scores: CSS=55.5, Synergy_ZIP=16.5, Synergy_Bliss=16.0, Synergy_Loewe=11.9, Synergy_HSA=17.0.